Task: Predict which catalyst facilitates the given reaction.. Dataset: Catalyst prediction with 721,799 reactions and 888 catalyst types from USPTO (1) Reactant: [CH2:1]([C:8]1[S:12][C:11]([NH:13][C:14]([C:16]2[CH:21]=[CH:20][C:19]([NH:22][C@H:23]3[CH2:28][CH2:27][C@H:26]([C:29]([O:31]CC)=[O:30])[CH2:25][CH2:24]3)=[CH:18][CH:17]=2)=[O:15])=[N:10][N:9]=1)[C:2]1[CH:7]=[CH:6][CH:5]=[CH:4][CH:3]=1.O.[OH-].[Li+]. Product: [CH2:1]([C:8]1[S:12][C:11]([NH:13][C:14]([C:16]2[CH:17]=[CH:18][C:19]([NH:22][C@H:23]3[CH2:28][CH2:27][C@H:26]([C:29]([OH:31])=[O:30])[CH2:25][CH2:24]3)=[CH:20][CH:21]=2)=[O:15])=[N:10][N:9]=1)[C:2]1[CH:7]=[CH:6][CH:5]=[CH:4][CH:3]=1. The catalyst class is: 30. (2) Product: [CH3:17][CH:12]1[N:13]([CH3:16])[CH2:14][CH2:15][N:10]2[N:9]=[C:8]([NH2:3])[CH:18]=[C:11]12. Reactant: CC1[N:3]([C:8]2[CH:18]=[C:11]3[CH:12]([CH3:17])[N:13]([CH3:16])[CH2:14][CH2:15][N:10]3[N:9]=2)C(C)=CC=1.NO.Cl. The catalyst class is: 8. (3) Reactant: [CH:1]1[CH:2]=[CH:3][C:4]2[NH:9][CH:8]=[C:7]([CH2:10][CH2:11][OH:12])[C:5]=2[CH:6]=1.[Cl:13][C:14]1[CH:19]=[N:18][CH:17]=[C:16](Cl)[N:15]=1. Product: [Cl:13][C:14]1[CH:19]=[N:18][CH:17]=[C:16]([O:12][CH2:11][CH2:10][C:7]2[C:5]3[C:4](=[CH:3][CH:2]=[CH:1][CH:6]=3)[NH:9][CH:8]=2)[N:15]=1. The catalyst class is: 346. (4) Reactant: CC(OC([NH:8][C@@H:9]([CH2:14][C:15]#[C:16][C:17]1[CH:22]=[CH:21][C:20]([NH:23][CH2:24][C:25]2[CH:30]=[CH:29][CH:28]=[CH:27][C:26]=2[F:31])=[CH:19][CH:18]=1)[C:10]([O:12][CH3:13])=[O:11])=O)(C)C.N. Product: [NH2:8][C@@H:9]([CH2:14][C:15]#[C:16][C:17]1[CH:22]=[CH:21][C:20]([NH:23][CH2:24][C:25]2[CH:30]=[CH:29][CH:28]=[CH:27][C:26]=2[F:31])=[CH:19][CH:18]=1)[C:10]([O:12][CH3:13])=[O:11]. The catalyst class is: 34. (5) Reactant: [CH:1]([C:3]1[C:7]2[CH:8]=[CH:9][CH:10]=[C:11]([C:12]([O:14][CH3:15])=[O:13])[C:6]=2[S:5][CH:4]=1)=[O:2].[BH4-].[Na+].CC(C)=O. Product: [OH:2][CH2:1][C:3]1[C:7]2[CH:8]=[CH:9][CH:10]=[C:11]([C:12]([O:14][CH3:15])=[O:13])[C:6]=2[S:5][CH:4]=1. The catalyst class is: 199. (6) Reactant: [Si]([O:8][C@@H:9]1[C:13]2([CH2:15][CH2:14]2)[C:12](=[O:16])[N:11]([C:17]2[CH:24]=[CH:23][C:20]([C:21]#[N:22])=[C:19]([Cl:25])[CH:18]=2)[C@@H:10]1[CH3:26])(C(C)(C)C)(C)C.[F-].C([N+](CCCC)(CCCC)CCCC)CCC.C1COCC1.O. Product: [Cl:25][C:19]1[CH:18]=[C:17]([N:11]2[C@H:10]([CH3:26])[C@H:9]([OH:8])[C:13]3([CH2:15][CH2:14]3)[C:12]2=[O:16])[CH:24]=[CH:23][C:20]=1[C:21]#[N:22]. The catalyst class is: 1. (7) Reactant: [C:1]([O:5][C:6]([NH:8][CH2:9][C:10]1[CH:11]=[C:12]([CH:16]([OH:26])[C:17]2([C:22]([O:24][CH3:25])=[O:23])[CH2:21][CH2:20][CH2:19][O:18]2)[CH:13]=[CH:14][CH:15]=1)=[O:7])([CH3:4])([CH3:3])[CH3:2].[H-].[Na+].[CH3:29]I.[Cl-].[NH4+].[C:33](=[S:35])=[S:34]. Product: [C:1]([O:5][C:6]([NH:8][CH2:9][C:10]1[CH:11]=[C:12]([CH:16]([O:26][C:33]([S:35][CH3:29])=[S:34])[C:17]2([C:22]([O:24][CH3:25])=[O:23])[CH2:21][CH2:20][CH2:19][O:18]2)[CH:13]=[CH:14][CH:15]=1)=[O:7])([CH3:4])([CH3:3])[CH3:2]. The catalyst class is: 54. (8) Reactant: [Br:1][C:2]1[CH:7]=[CH:6][C:5](I)=[CH:4][CH:3]=1.[C:9]1(B(O)O)[C:18]2[C:13](=[CH:14][CH:15]=[CH:16][CH:17]=2)[CH:12]=[CH:11][CH:10]=1.C(=O)([O-])[O-].[K+].[K+]. Product: [C:17]1([C:5]2[CH:6]=[CH:7][C:2]([Br:1])=[CH:3][CH:4]=2)[C:18]2[C:13](=[CH:12][CH:11]=[CH:10][CH:9]=2)[CH:14]=[CH:15][CH:16]=1. The catalyst class is: 206.